This data is from Peptide-MHC class I binding affinity with 185,985 pairs from IEDB/IMGT. The task is: Regression. Given a peptide amino acid sequence and an MHC pseudo amino acid sequence, predict their binding affinity value. This is MHC class I binding data. (1) The peptide sequence is KMFHGGLRY. The MHC is HLA-B57:01 with pseudo-sequence HLA-B57:01. The binding affinity (normalized) is 0.378. (2) The peptide sequence is SLREWLLRI. The MHC is HLA-A30:02 with pseudo-sequence HLA-A30:02. The binding affinity (normalized) is 0. (3) The peptide sequence is YRGEYRQSR. The MHC is HLA-A29:02 with pseudo-sequence HLA-A29:02. The binding affinity (normalized) is 0.0847. (4) The peptide sequence is ASPVAQSYL. The MHC is HLA-B35:01 with pseudo-sequence HLA-B35:01. The binding affinity (normalized) is 0.553.